Dataset: Reaction yield outcomes from USPTO patents with 853,638 reactions. Task: Predict the reaction yield, written as a fraction of the theoretical maximum amount of product (1.0 means a 100% yield; for example, 0.34 means a 34% yield). (1) The reactants are [NH2:1][C:2]1[CH:3]=[CH:4][C:5]([CH3:35])=[C:6]([C:8]2[C:9]3[CH:16]=[C:15]([CH2:17][O:18][C:19]4[CH:24]=[CH:23][C:22]([C@@H:25]([C:32]#[C:33][CH3:34])[CH2:26][C:27]([O:29][CH2:30][CH3:31])=[O:28])=[CH:21][CH:20]=4)[CH:14]=[CH:13][C:10]=3[S:11][CH:12]=2)[CH:7]=1.N1C=CC=CC=1.[CH3:42][S:43](Cl)(=[O:45])=[O:44].O. The catalyst is C(Cl)Cl. The product is [CH3:35][C:5]1[CH:4]=[CH:3][C:2]([NH:1][S:43]([CH3:42])(=[O:45])=[O:44])=[CH:7][C:6]=1[C:8]1[C:9]2[CH:16]=[C:15]([CH2:17][O:18][C:19]3[CH:24]=[CH:23][C:22]([C@@H:25]([C:32]#[C:33][CH3:34])[CH2:26][C:27]([O:29][CH2:30][CH3:31])=[O:28])=[CH:21][CH:20]=3)[CH:14]=[CH:13][C:10]=2[S:11][CH:12]=1. The yield is 0.780. (2) The product is [ClH:22].[C:26]([N:29]1[CH2:34][CH2:33][N:32]([CH2:2][CH2:3][O:4][C:5]2[CH:14]=[C:13]3[C:8]([C:9]([NH:15][C:16]4[CH:21]=[CH:20][C:19]([Cl:22])=[CH:18][C:17]=4[F:23])=[N:10][CH:11]=[N:12]3)=[CH:7][C:6]=2[O:24][CH3:25])[CH2:31][CH2:30]1)(=[O:28])[CH3:27]. The catalyst is C(Cl)Cl.C(OCC)(=O)C. The yield is 0.790. The reactants are Br[CH2:2][CH2:3][O:4][C:5]1[CH:14]=[C:13]2[C:8]([C:9]([NH:15][C:16]3[CH:21]=[CH:20][C:19]([Cl:22])=[CH:18][C:17]=3[F:23])=[N:10][CH:11]=[N:12]2)=[CH:7][C:6]=1[O:24][CH3:25].[C:26]([N:29]1[CH2:34][CH2:33][NH:32][CH2:31][CH2:30]1)(=[O:28])[CH3:27]. (3) The product is [Cl:15][C:16]1[C:20]2[NH:21][C:22]([C:24]([O:26][CH2:27][CH3:28])=[O:25])=[CH:23][C:19]=2[S:18][CH:17]=1. The yield is 0.380. The reactants are C(OC(C1NC2C(Br)=CSC=2C=1)=O)C.[Cl:15][C:16]1[C:20]2[NH:21][C:22]([C:24]([O:26][CH2:27][CH3:28])=[O:25])=[CH:23][C:19]=2[S:18][CH:17]=1.CN(C=O)C. The catalyst is O.Cl[Cu]. (4) The reactants are [O:1]1[CH2:5][CH2:4][CH2:3][CH:2]1[C:6]1[CH:18]=[CH:17][CH:16]=[CH:15][C:7]=1[O:8][CH2:9][C:10]([O:12]CC)=[O:11].[OH-].[Li+].Cl. The catalyst is CO.O1CCCC1. The product is [O:1]1[CH2:5][CH2:4][CH2:3][CH:2]1[C:6]1[CH:18]=[CH:17][CH:16]=[CH:15][C:7]=1[O:8][CH2:9][C:10]([OH:12])=[O:11]. The yield is 0.970. (5) The reactants are [O:1]1[CH:5]=[CH:4][CH:3]=[C:2]1[CH2:6][CH2:7][C:8]1[CH:13]=[CH:12][C:11]([CH2:14][C:15](Cl)=[N:16][OH:17])=[CH:10][CH:9]=1.O1CCCC1.[C:24]([C:26]1[C:27]([NH2:33])=[N:28][C:29]([NH2:32])=[CH:30][CH:31]=1)#[CH:25].C(N(CC)CC)C. The catalyst is C(OCC)(=O)C.O. The product is [O:1]1[CH:5]=[CH:4][CH:3]=[C:2]1[CH2:6][CH2:7][C:8]1[CH:13]=[CH:12][C:11]([CH2:14][C:15]2[CH:25]=[C:24]([C:26]3[C:27]([NH2:33])=[N:28][C:29]([NH2:32])=[CH:30][CH:31]=3)[O:17][N:16]=2)=[CH:10][CH:9]=1. The yield is 0.720. (6) The reactants are Cl[C:2]1[N:7]=[CH:6][N:5]=[C:4]([NH:8][C@H:9]2[CH2:13][C@H:12]([OH:14])[C@@H:11]([CH2:15][OH:16])[CH2:10]2)[CH:3]=1.[NH2:17][C@@H:18]1[C:26]2[C:21](=[CH:22][CH:23]=[CH:24][CH:25]=2)[CH2:20][CH2:19]1. The catalyst is C(O)CCC. The product is [C@@H:18]1([NH:17][C:2]2[N:7]=[CH:6][N:5]=[C:4]([NH:8][C@H:9]3[CH2:13][C@H:12]([OH:14])[C@@H:11]([CH2:15][OH:16])[CH2:10]3)[CH:3]=2)[C:26]2[C:21](=[CH:22][CH:23]=[CH:24][CH:25]=2)[CH2:20][CH2:19]1. The yield is 0.730.